This data is from Rat liver microsome stability data. The task is: Regression/Classification. Given a drug SMILES string, predict its absorption, distribution, metabolism, or excretion properties. Task type varies by dataset: regression for continuous measurements (e.g., permeability, clearance, half-life) or binary classification for categorical outcomes (e.g., BBB penetration, CYP inhibition). Dataset: rlm. (1) The molecule is Cn1c(C(=O)c2ccc(Cl)cc2)cnc1OCCCN1CCCCC1. The result is 0 (unstable in rat liver microsomes). (2) The compound is Cc1nc(C(=O)N2[C@H](CNc3nc4ccccc4o3)CCC[C@@H]2C)c(-c2ccc(F)cc2)s1. The result is 0 (unstable in rat liver microsomes). (3) The drug is COc1cccc(C(=O)Nc2nc(-c3nnn(-c4cc(C)ccc4C)c3C)ns2)c1. The result is 1 (stable in rat liver microsomes).